From a dataset of Experimentally validated miRNA-target interactions with 360,000+ pairs, plus equal number of negative samples. Binary Classification. Given a miRNA mature sequence and a target amino acid sequence, predict their likelihood of interaction. (1) The miRNA is mmu-miR-181c-5p with sequence AACAUUCAACCUGUCGGUGAGU. The protein sequence of the target gene is MAAAAGAPPPGPPQPPPPPPPEESSDSEPEAEPGSPQKLIRKVSTSGQIRQKTIIKEGMLTKQNNSFQRSKRRYFKLRGRTLYYAKTAKSIIFDEVDLTDASVAESSTKNVNNSFTVITPCRKLILCADNRKEMEDWIAALKTVQNREHFEPTQYSMDHFSGMHNWYACSHARPTYCNVCREALSGVTSHGLSCEVCKFKAHKRCAVRATNNCKWTTLASIGKDIIEDADGIAMPHQWLEGNLPVSAKCTVCDKTCGSVLRLQDWRCLWCKAMVHTSCKESLLTKCPLGLCKVSVIPPTA.... Result: 0 (no interaction). (2) The miRNA is hsa-miR-6860 with sequence ACUGGGCAGGGCUGUGGUGAGU. The protein sequence of the target gene is MEPAPDAQEARTVREALGRYEAALEGAVRALHEDMRGLQRGVERRVAEAMRLAGPLARTVADLQRDNQRLQAQLERLTRQVEALGLASGMSPVPGTPGTPSPPPAPGVPDRAPRLGSARFASHATFSLSGRGQSLDHDEASESEMRKTSNSCIMENGHQPGAGPGDGPPEIAQNFSAPDPPRPRPVSLSLRLPHQPVTAITRVSDRFSGETSAAALSPMSAATLGGLNPSPSEVITPWTPSPSEKNSSFTWSVPSSGYGAVTASKHSNSPPLVTPPQSPVSPQPPAITQVHRQGERRREL.... Result: 1 (interaction). (3) The miRNA is hsa-miR-6834-5p with sequence GUGAGGGACUGGGAUUUGUGG. The protein sequence of the target gene is MAEAGAGLSETVTETTVTVTTEPENRSLTIKLRKRKPEKKVEWTSDTVDNEHMGRRSSKCCCIYEKPRAFGESSTESDEEEEEGCGHTHCVRGHRKGRRRATLGPTPTTPPQPPDPSQPPPGPMQH. Result: 1 (interaction).